Dataset: Forward reaction prediction with 1.9M reactions from USPTO patents (1976-2016). Task: Predict the product of the given reaction. Given the reactants F[C:2]1[CH:10]=[C:9]([F:11])[CH:8]=[CH:7][C:3]=1[C:4]([OH:6])=[O:5].[Cl:12][C:13]1[CH:19]=[C:18]([I:20])[CH:17]=[CH:16][C:14]=1[NH2:15].[Li]N, predict the reaction product. The product is: [Cl:12][C:13]1[CH:19]=[C:18]([I:20])[CH:17]=[CH:16][C:14]=1[NH:15][C:2]1[CH:10]=[C:9]([F:11])[CH:8]=[CH:7][C:3]=1[C:4]([OH:6])=[O:5].